From a dataset of Forward reaction prediction with 1.9M reactions from USPTO patents (1976-2016). Predict the product of the given reaction. (1) Given the reactants [CH2:1]([O:3][C:4]([C:6]1([CH3:27])[CH2:11][CH2:10][N:9]([C:12]2[CH2:26][C:15]3([CH2:18][N:17](C(OC(C)(C)C)=O)[CH2:16]3)[O:14][N:13]=2)[CH2:8][CH2:7]1)=[O:5])[CH3:2].[F:28][C:29]1[CH:34]=[CH:33][C:32]([C:35]2[CH:40]=[C:39]([O:41][CH3:42])[C:38]([CH:43]=O)=[CH:37][C:36]=2[C:45]2([OH:49])[CH2:48][CH2:47][CH2:46]2)=[CH:31][CH:30]=1, predict the reaction product. The product is: [F:28][C:29]1[CH:34]=[CH:33][C:32]([C:35]2[CH:40]=[C:39]([O:41][CH3:42])[C:38]([CH2:43][N:17]3[CH2:18][C:15]4([CH2:26][C:12]([N:9]5[CH2:8][CH2:7][C:6]([CH3:27])([C:4]([O:3][CH2:1][CH3:2])=[O:5])[CH2:11][CH2:10]5)=[N:13][O:14]4)[CH2:16]3)=[CH:37][C:36]=2[C:45]2([OH:49])[CH2:46][CH2:47][CH2:48]2)=[CH:31][CH:30]=1. (2) Given the reactants [CH3:1][S:2]([C:5]1[N:10]=[C:9]([CH3:11])[C:8]([N+:12]([O-])=O)=[CH:7][CH:6]=1)(=[O:4])=[O:3].[CH:15]([Mg]Br)=[CH2:16].[Cl-].[NH4+], predict the reaction product. The product is: [CH3:1][S:2]([C:5]1[CH:6]=[C:7]2[CH:16]=[CH:15][NH:12][C:8]2=[C:9]([CH3:11])[N:10]=1)(=[O:4])=[O:3]. (3) Given the reactants [Br:1][C:2]1[CH:7]=[CH:6][N+:5]([O-])=[C:4]([CH3:9])[C:3]=1[CH3:10].S(OC)(OC)(=O)=O.[C-:18]#[N:19].[K+], predict the reaction product. The product is: [Br:1][C:2]1[C:3]([CH3:10])=[C:4]([CH3:9])[N:5]=[C:6]([C:18]#[N:19])[CH:7]=1. (4) Given the reactants [Br:1][C:2]1[CH:3]=[C:4]2[C:9](=[CH:10][CH:11]=1)[N:8]=[CH:7][C:6]([N+:12]([O-:14])=[O:13])=[C:5]2[CH:15](C(OCC)=O)C(OCC)=O.[OH-].[Na+], predict the reaction product. The product is: [Br:1][C:2]1[CH:3]=[C:4]2[C:9](=[CH:10][CH:11]=1)[N:8]=[CH:7][C:6]([N+:12]([O-:14])=[O:13])=[C:5]2[CH3:15]. (5) The product is: [F:26][C:22]1[CH:21]=[C:20]([C@H:19]2[O:18][C:17](=[O:27])[NH:16][C@@H:15]2[C:11]2[CH:12]=[N:13][CH:14]=[C:9]([C:8]#[C:7][CH:5]3[CH2:6][C:3](=[O:2])[CH2:4]3)[CH:10]=2)[CH:25]=[CH:24][CH:23]=1. Given the reactants C[O:2][C:3]1(OC)[CH2:6][CH:5]([C:7]#[C:8][C:9]2[CH:10]=[C:11]([C@@H:15]3[C@@H:19]([C:20]4[CH:25]=[CH:24][CH:23]=[C:22]([F:26])[CH:21]=4)[O:18][C:17](=[O:27])[NH:16]3)[CH:12]=[N:13][CH:14]=2)[CH2:4]1.FC(F)(F)C(O)=O, predict the reaction product.